The task is: Regression. Given a peptide amino acid sequence and an MHC pseudo amino acid sequence, predict their binding affinity value. This is MHC class II binding data.. This data is from Peptide-MHC class II binding affinity with 134,281 pairs from IEDB. (1) The MHC is DRB1_0802 with pseudo-sequence DRB1_0802. The binding affinity (normalized) is 0.209. The peptide sequence is NVFDEVIPTAFTVGK. (2) The peptide sequence is MAVHQYTVALFLAVA. The MHC is HLA-DPA10201-DPB10101 with pseudo-sequence HLA-DPA10201-DPB10101. The binding affinity (normalized) is 0.431. (3) The peptide sequence is ISGYNFSLGAAVKAG. The MHC is DRB1_0701 with pseudo-sequence DRB1_0701. The binding affinity (normalized) is 0.802. (4) The peptide sequence is YDKFLANVSTVYTGK. The MHC is DRB1_0802 with pseudo-sequence DRB1_0802. The binding affinity (normalized) is 0.760. (5) The peptide sequence is EKKYFAAFQFEPLAA. The MHC is HLA-DQA10501-DQB10201 with pseudo-sequence HLA-DQA10501-DQB10201. The binding affinity (normalized) is 0.613.